From a dataset of Reaction yield outcomes from USPTO patents with 853,638 reactions. Predict the reaction yield, written as a fraction of the theoretical maximum amount of product (1.0 means a 100% yield; for example, 0.34 means a 34% yield). (1) The reactants are [F:1][C:2]1[CH:7]=[CH:6][CH:5]=[C:4]([F:8])[C:3]=1[C:9]1[N:14]=[C:13]([C:15]([NH:17][C:18]2[CH:19]=[N:20][CH:21]=[CH:22][C:23]=2[C@H:24]2[CH2:29][C@@H:28]([NH:30]C(=O)OC(C)(C)C)[C@@H:27]([OH:38])[C@@H:26]([CH3:39])[CH2:25]2)=[O:16])[CH:12]=[CH:11][C:10]=1[F:40].[CH3:41][S:42](Cl)(=[O:44])=[O:43]. The catalyst is N1C=CC=CC=1. The product is [CH3:41][S:42]([O:38][C@H:27]1[C@@H:26]([CH3:39])[CH2:25][C@@H:24]([C:23]2[CH:22]=[CH:21][N:20]=[CH:19][C:18]=2[NH:17][C:15](=[O:16])[C:13]2[CH:12]=[CH:11][C:10]([F:40])=[C:9]([C:3]3[C:2]([F:1])=[CH:7][CH:6]=[CH:5][C:4]=3[F:8])[N:14]=2)[CH2:29][C@H:28]1[NH2:30])(=[O:44])=[O:43]. The yield is 0.450. (2) The reactants are C(O[C:6](=O)[NH:7][CH2:8][C@H:9]([C:19]1[CH:28]=[CH:27][C:26]2[C:21](=[CH:22][CH:23]=[CH:24][CH:25]=2)[CH:20]=1)[C@H:10]([C:12]1[CH:17]=[CH:16][C:15]([F:18])=[CH:14][CH:13]=1)[OH:11])(C)(C)C.[H-].[H-].[H-].[H-].[Li+].[Al+3]. The catalyst is C1COCC1. The product is [F:18][C:15]1[CH:14]=[CH:13][C:12]([C@H:10]([OH:11])[C@@H:9]([C:19]2[CH:28]=[CH:27][C:26]3[C:21](=[CH:22][CH:23]=[CH:24][CH:25]=3)[CH:20]=2)[CH2:8][NH:7][CH3:6])=[CH:17][CH:16]=1. The yield is 0.370. (3) The reactants are [F-].C([N+](CCCC)(CCCC)CCCC)CCC.[Si]([O:26][CH2:27][CH2:28][NH:29][C:30]([CH:32]1[O:37][C:36]2[CH:38]=[CH:39][CH:40]=[CH:41][C:35]=2[N:34]([C:42]([C:44]2[S:45][CH:46]=[C:47]([CH2:50][N:51]([S:53]([C:56]3[CH:61]=[CH:60][C:59]([Cl:62])=[CH:58][CH:57]=3)(=[O:55])=[O:54])[CH3:52])[C:48]=2[Cl:49])=[O:43])[CH2:33]1)=[O:31])(C(C)(C)C)(C)C. The catalyst is C1COCC1.C(OCC)(=O)C. The product is [Cl:49][C:48]1[C:47]([CH2:50][N:51]([S:53]([C:56]2[CH:61]=[CH:60][C:59]([Cl:62])=[CH:58][CH:57]=2)(=[O:55])=[O:54])[CH3:52])=[CH:46][S:45][C:44]=1[C:42]([N:34]1[C:35]2[CH:41]=[CH:40][CH:39]=[CH:38][C:36]=2[O:37][CH:32]([C:30]([NH:29][CH2:28][CH2:27][OH:26])=[O:31])[CH2:33]1)=[O:43]. The yield is 0.460.